From a dataset of Full USPTO retrosynthesis dataset with 1.9M reactions from patents (1976-2016). Predict the reactants needed to synthesize the given product. (1) The reactants are: Cl[C:2]1[S:6][C:5]([CH2:7][NH:8][C:9]([NH:11][C:12]2[S:13][CH:14]=[C:15]([CH2:17][NH:18][CH3:19])[N:16]=2)=[O:10])=[CH:4][CH:3]=1.[F:20]C1SC(NC)=CC=1. Given the product [F:20][C:2]1[S:6][C:5]([CH2:7][NH:8][C:9]([NH:11][C:12]2[S:13][CH:14]=[C:15]([CH2:17][NH:18][CH3:19])[N:16]=2)=[O:10])=[CH:4][CH:3]=1, predict the reactants needed to synthesize it. (2) The reactants are: [CH2:1]([N:8]1[CH:16]=[C:15]2[C:10]([CH:11]=[C:12]([C:17]3[CH:18]=[C:19]([CH:27]4[CH2:32][CH2:31][CH2:30][NH:29][CH2:28]4)[N:20]4[C:25]=3[C:24]([NH2:26])=[N:23][CH:22]=[N:21]4)[CH:13]=[CH:14]2)=[N:9]1)[C:2]1[CH:7]=[CH:6][CH:5]=[CH:4][CH:3]=1.[CH3:33][N:34]([CH:36]=[O:37])C.[C:38](#N)C. Given the product [CH2:1]([N:8]1[CH:16]=[C:15]2[C:10]([CH:11]=[C:12]([C:17]3[CH:18]=[C:19]([CH:27]4[CH2:32][CH2:31][CH2:30][N:29]([C:36]5[O:37][CH2:38][CH2:33][N:34]=5)[CH2:28]4)[N:20]4[C:25]=3[C:24]([NH2:26])=[N:23][CH:22]=[N:21]4)[CH:13]=[CH:14]2)=[N:9]1)[C:2]1[CH:3]=[CH:4][CH:5]=[CH:6][CH:7]=1, predict the reactants needed to synthesize it. (3) Given the product [F:16][C:10]1[CH:11]=[C:12]([I:15])[CH:13]=[CH:14][C:9]=1[NH:8][C:7]1[C:2]([NH:1][S:34]([CH:32]2[CH2:33][CH:31]2[CH2:30][O:29][CH2:22][C:23]2[CH:28]=[CH:27][CH:26]=[CH:25][CH:24]=2)(=[O:36])=[O:35])=[C:3]2[S:21][CH2:20][CH2:19][N:4]2[C:5](=[O:18])[C:6]=1[CH3:17], predict the reactants needed to synthesize it. The reactants are: [NH2:1][C:2]1[C:7]([NH:8][C:9]2[CH:14]=[CH:13][C:12]([I:15])=[CH:11][C:10]=2[F:16])=[C:6]([CH3:17])[C:5](=[O:18])[N:4]2[CH2:19][CH2:20][S:21][C:3]=12.[CH2:22]([O:29][CH2:30][CH:31]1[CH2:33][CH:32]1[S:34](Cl)(=[O:36])=[O:35])[C:23]1[CH:28]=[CH:27][CH:26]=[CH:25][CH:24]=1. (4) Given the product [NH2:45][C@@H:46]([CH3:50])[C:47]([NH:1][C@@H:2]1[CH2:6][CH2:5][N:4]([CH2:7][C:8]2[C:17]([Cl:18])=[C:16]3[C:11]([C:12](=[O:33])[N:13]([CH2:20][C:21]4[CH:26]=[C:25]([Cl:27])[CH:24]=[CH:23][C:22]=4[S:28]([CH2:31][CH3:32])(=[O:30])=[O:29])[C:14](=[O:19])[NH:15]3)=[CH:10][C:9]=2[C:34]([F:35])([F:36])[F:37])[CH2:3]1)=[O:48], predict the reactants needed to synthesize it. The reactants are: [NH2:1][C@@H:2]1[CH2:6][CH2:5][N:4]([CH2:7][C:8]2[C:17]([Cl:18])=[C:16]3[C:11]([C:12](=[O:33])[N:13]([CH2:20][C:21]4[CH:26]=[C:25]([Cl:27])[CH:24]=[CH:23][C:22]=4[S:28]([CH2:31][CH3:32])(=[O:30])=[O:29])[C:14](=[O:19])[NH:15]3)=[CH:10][C:9]=2[C:34]([F:37])([F:36])[F:35])[CH2:3]1.C(OC([NH:45][C@@H:46]([CH3:50])[C:47](O)=[O:48])=O)(C)(C)C.CN(C(ON1N=NC2C=CC=NC1=2)=[N+](C)C)C.F[P-](F)(F)(F)(F)F.CN(C(ON1N=NC2C=CC=CC1=2)=[N+](C)C)C.F[P-](F)(F)(F)(F)F. (5) Given the product [F:8][C:6]1[CH:7]=[C:2]([C:23]2[C:22]([C:20]#[N:21])=[CH:27][CH:26]=[CH:25][CH:24]=2)[CH:3]=[C:4]([N:9]2[CH:13]=[CH:12][C:11]([C:14]3[CH:19]=[CH:18][CH:17]=[CH:16][N:15]=3)=[CH:10]2)[CH:5]=1, predict the reactants needed to synthesize it. The reactants are: Br[C:2]1[CH:3]=[C:4]([N:9]2[CH:13]=[CH:12][C:11]([C:14]3[CH:19]=[CH:18][CH:17]=[CH:16][N:15]=3)=[CH:10]2)[CH:5]=[C:6]([F:8])[CH:7]=1.[C:20]([C:22]1[CH:27]=[CH:26][CH:25]=[CH:24][C:23]=1B(O)O)#[N:21].C(=O)([O-])[O-].[K+].[K+].O. (6) Given the product [NH2:1][C:4]1[CH:5]=[CH:6][C:7]([C:10]2[S:11][C:12]3[CH:18]=[CH:17][CH:16]=[C:15]([O:19][CH3:20])[C:13]=3[CH:14]=2)=[CH:8][CH:9]=1, predict the reactants needed to synthesize it. The reactants are: [N+:1]([C:4]1[CH:9]=[CH:8][C:7]([C:10]2[S:11][C:12]3[CH:18]=[CH:17][CH:16]=[C:15]([O:19][CH3:20])[C:13]=3[CH:14]=2)=[CH:6][CH:5]=1)([O-])=O.[H][H]. (7) The reactants are: [NH2:1][C:2](=[O:44])[CH2:3][C:4]1[CH:43]=[CH:42][CH:41]=[CH:40][C:5]=1[CH2:6][CH2:7][C:8]1[C:13]([C:14]([F:17])([F:16])[F:15])=[CH:12][N:11]=[C:10]([NH:18][C:19]2[CH:24]=[CH:23][C:22]([N:25]3[CH2:30][CH2:29][N:28](C(OC(C)(C)C)=O)[CH2:27][CH2:26]3)=[CH:21][C:20]=2[O:38][CH3:39])[N:9]=1.FC(F)(F)C(O)=O. Given the product [CH3:39][O:38][C:20]1[CH:21]=[C:22]([N:25]2[CH2:30][CH2:29][NH:28][CH2:27][CH2:26]2)[CH:23]=[CH:24][C:19]=1[NH:18][C:10]1[N:9]=[C:8]([CH2:7][CH2:6][C:5]2[CH:40]=[CH:41][CH:42]=[CH:43][C:4]=2[CH2:3][C:2]([NH2:1])=[O:44])[C:13]([C:14]([F:16])([F:17])[F:15])=[CH:12][N:11]=1, predict the reactants needed to synthesize it. (8) Given the product [ClH:63].[OH:38][C@H:31]([C:32]1[CH:33]=[N:34][CH:35]=[CH:36][CH:37]=1)[CH2:30][NH:22][CH2:21][C@H:16]1[CH2:15][CH2:14][C:13]2[C:18](=[CH:19][CH:20]=[C:11]([C:7]3[CH:8]=[CH:9][CH:10]=[C:5]([S:2]([NH:1][C:61]([NH:60][C:57]4[CH:58]=[CH:59][C:54]([CH3:53])=[CH:55][CH:56]=4)=[O:62])(=[O:4])=[O:3])[CH:6]=3)[CH:12]=2)[O:17]1, predict the reactants needed to synthesize it. The reactants are: [NH2:1][S:2]([C:5]1[CH:6]=[C:7]([C:11]2[CH:12]=[C:13]3[C:18](=[CH:19][CH:20]=2)[O:17][C@H:16]([CH2:21][N:22]([CH2:30][C@H:31]([O:38][Si](C(C)(C)C)(C)C)[C:32]2[CH:33]=[N:34][CH:35]=[CH:36][CH:37]=2)C(=O)OC(C)(C)C)[CH2:15][CH2:14]3)[CH:8]=[CH:9][CH:10]=1)(=[O:4])=[O:3].CCN(CC)CC.[CH3:53][C:54]1[CH:59]=[CH:58][C:57]([N:60]=[C:61]=[O:62])=[CH:56][CH:55]=1.[Cl:63]C(Cl)C.